The task is: Regression. Given two drug SMILES strings and cell line genomic features, predict the synergy score measuring deviation from expected non-interaction effect.. This data is from NCI-60 drug combinations with 297,098 pairs across 59 cell lines. (1) Drug 1: C1=C(C(=O)NC(=O)N1)F. Drug 2: CC1=C(C(=O)C2=C(C1=O)N3CC4C(C3(C2COC(=O)N)OC)N4)N. Cell line: MCF7. Synergy scores: CSS=51.1, Synergy_ZIP=3.95, Synergy_Bliss=4.61, Synergy_Loewe=12.5, Synergy_HSA=13.8. (2) Cell line: OVCAR-5. Drug 2: CCN(CC)CCNC(=O)C1=C(NC(=C1C)C=C2C3=C(C=CC(=C3)F)NC2=O)C. Synergy scores: CSS=1.58, Synergy_ZIP=1.24, Synergy_Bliss=3.51, Synergy_Loewe=-2.04, Synergy_HSA=-3.20. Drug 1: C1CN1P(=S)(N2CC2)N3CC3. (3) Drug 1: CC1=C(C(CCC1)(C)C)C=CC(=CC=CC(=CC(=O)O)C)C. Drug 2: C1CN(P(=O)(OC1)NCCCl)CCCl. Cell line: NCI-H460. Synergy scores: CSS=-6.05, Synergy_ZIP=3.25, Synergy_Bliss=2.15, Synergy_Loewe=-3.33, Synergy_HSA=-3.33.